This data is from Catalyst prediction with 721,799 reactions and 888 catalyst types from USPTO. The task is: Predict which catalyst facilitates the given reaction. Reactant: Cl.[NH2:2][C@H:3]1[CH2:8][CH2:7][CH2:6][NH:5][C:4]1=[O:9].C([O-])([O-])=O.[Na+].[Na+].[CH3:16][C:17]1([C:23](Cl)=[O:24])[CH2:22][CH2:21][CH2:20][CH2:19][CH2:18]1. Product: [CH3:16][C:17]1([C:23]([NH:2][C@H:3]2[CH2:8][CH2:7][CH2:6][NH:5][C:4]2=[O:9])=[O:24])[CH2:22][CH2:21][CH2:20][CH2:19][CH2:18]1. The catalyst class is: 229.